Dataset: hERG Central: cardiac toxicity at 1µM, 10µM, and general inhibition. Task: Predict hERG channel inhibition at various concentrations. (1) The compound is CCN(CC)CCNC(=O)c1cc2c(s1)-c1ccccc1SC2. Results: hERG_inhib (hERG inhibition (general)): blocker. (2) The compound is O=C(Cn1ncc2c([nH]c3ccccc32)c1=O)NCC1CCN(Cc2ccc(F)cc2)CC1. Results: hERG_inhib (hERG inhibition (general)): blocker. (3) The molecule is COC(=O)c1ccc(CN2CCCC(C(=O)c3cc(F)ccc3OC)C2)cc1. Results: hERG_inhib (hERG inhibition (general)): blocker. (4) The compound is CCC1(c2ccccc2)NC(=O)N(CC(=O)Nc2cc(S(=O)(=O)N3CCOCC3)ccc2OC(C)C)C1=O. Results: hERG_inhib (hERG inhibition (general)): blocker. (5) The drug is CCCN(CCC)C1=CC(=[N+]2CCCC2)CC(C)(C)C1.[I-]. Results: hERG_inhib (hERG inhibition (general)): blocker. (6) The compound is O=C(N/C(=C\c1ccccc1Cl)C(=O)N1CCOCC1)c1ccc([N+](=O)[O-])cc1. Results: hERG_inhib (hERG inhibition (general)): blocker. (7) The drug is Cc1ccc2c(C(=O)CN3CCN(C4CCCCC4)CC3)c(C)[nH]c2c1. Results: hERG_inhib (hERG inhibition (general)): blocker. (8) The compound is O=C(CN1C2CCC1CC(O)(c1cccnc1)C2)Nc1ccc2c(c1)OCO2. Results: hERG_inhib (hERG inhibition (general)): blocker. (9) The drug is Cl.O=C(CCCN1CCC(O)(c2ccc(Cl)cc2)CC1)c1ccc(F)cc1. Results: hERG_inhib (hERG inhibition (general)): blocker.